From a dataset of Reaction yield outcomes from USPTO patents with 853,638 reactions. Predict the reaction yield, written as a fraction of the theoretical maximum amount of product (1.0 means a 100% yield; for example, 0.34 means a 34% yield). The reactants are CI.[NH:3]1[C:7]2[CH:8]=[CH:9][CH:10]=[CH:11][C:6]=2[N:5]=[C:4]1[S:12][C:13]1[O:17][C:16](/[CH:18]=[C:19]2/[C:20](=[O:28])[N:21]([CH:25]([CH3:27])[CH3:26])[C:22](=[O:24])[S:23]/2)=[CH:15][CH:14]=1.[C:29]([O-])([O-])=O.[K+].[K+]. The catalyst is CN(C=O)C. The product is [CH:25]([N:21]1[C:20](=[O:28])/[C:19](=[CH:18]/[C:16]2[O:17][C:13]([S:12][C:4]3[N:5]([CH3:29])[C:6]4[CH:11]=[CH:10][CH:9]=[CH:8][C:7]=4[N:3]=3)=[CH:14][CH:15]=2)/[S:23][C:22]1=[O:24])([CH3:26])[CH3:27]. The yield is 0.910.